Dataset: Forward reaction prediction with 1.9M reactions from USPTO patents (1976-2016). Task: Predict the product of the given reaction. (1) Given the reactants [C:1]1([C:7]2[CH:8]=[C:9]3[C:13](=[CH:14][CH:15]=2)[NH:12][C:11](=[O:16])[CH2:10]3)[CH:6]=[CH:5][CH:4]=[CH:3][CH:2]=1.[CH2:17]([N:19]([CH2:34][CH3:35])[CH2:20][CH2:21][NH:22][C:23]([C:25]1[C:29]([CH3:30])=[C:28]([CH:31]=O)[NH:27][C:26]=1[CH3:33])=[O:24])[CH3:18], predict the reaction product. The product is: [CH2:34]([N:19]([CH2:17][CH3:18])[CH2:20][CH2:21][NH:22][C:23]([C:25]1[C:29]([CH3:30])=[C:28]([CH:31]=[C:10]2[C:9]3[C:13](=[CH:14][CH:15]=[C:7]([C:1]4[CH:2]=[CH:3][CH:4]=[CH:5][CH:6]=4)[CH:8]=3)[NH:12][C:11]2=[O:16])[NH:27][C:26]=1[CH3:33])=[O:24])[CH3:35]. (2) Given the reactants [CH3:1][C:2]([C:4]1[CH:5]=[CH:6][C:7]([OH:10])=[CH:8][CH:9]=1)=[O:3].Cl[CH2:12][CH2:13][O:14][CH2:15][CH2:16][OH:17].C([O-])([O-])=O.[K+].[K+].O, predict the reaction product. The product is: [OH:17][CH2:16][CH2:15][O:14][CH2:13][CH2:12][O:10][C:7]1[CH:8]=[CH:9][C:4]([C:2](=[O:3])[CH3:1])=[CH:5][CH:6]=1. (3) Given the reactants [Br:1][C:2]1[CH:3]=[C:4]([CH:7]=[CH:8][C:9]=1[OH:10])[CH:5]=[O:6].[OH:11][CH2:12][CH2:13]O.C1(C)C=CC(S(O)(=O)=O)=CC=1, predict the reaction product. The product is: [Br:1][C:2]1[CH:3]=[C:4]([CH:5]2[O:11][CH2:12][CH2:13][O:6]2)[CH:7]=[CH:8][C:9]=1[OH:10]. (4) Given the reactants [F:1][C:2]1([F:17])[CH2:16][CH2:15][C:5]2([CH2:9][NH:8][C@H:7]([C:10]([O:12]CC)=[O:11])[CH2:6]2)[CH2:4][CH2:3]1.CN(C(ON1N=NC2C=CC=NC1=2)=[N+](C)C)C.F[P-](F)(F)(F)(F)F.[CH3:42][O:43][C:44]([NH:46][C@H:47]([C:51](O)=[O:52])[CH:48]([CH3:50])[CH3:49])=[O:45].C(N(CC)CC)C, predict the reaction product. The product is: [F:17][C:2]1([F:1])[CH2:3][CH2:4][C:5]2([CH2:9][N:8]([C:51](=[O:52])[C@H:47]([CH:48]([CH3:49])[CH3:50])[NH:46][C:44]([O:43][CH3:42])=[O:45])[C@H:7]([C:10]([OH:12])=[O:11])[CH2:6]2)[CH2:15][CH2:16]1.